The task is: Predict which catalyst facilitates the given reaction.. This data is from Catalyst prediction with 721,799 reactions and 888 catalyst types from USPTO. (1) Reactant: C([Li])CCC.Br[C:7]1[CH:8]=[C:9]([CH2:13][CH2:14][O:15][CH:16]2[CH2:21][CH2:20][CH2:19][CH2:18][O:17]2)[CH:10]=[CH:11][CH:12]=1.CN([CH:25]=[O:26])C.O. Product: [O:17]1[CH2:18][CH2:19][CH2:20][CH2:21][CH:16]1[O:15][CH2:14][CH2:13][C:9]1[CH:8]=[C:7]([CH2:25][OH:26])[CH:12]=[CH:11][CH:10]=1. The catalyst class is: 1. (2) The catalyst class is: 70. Product: [CH3:1][O:2][C:3]1[CH:8]=[CH:7][N:6]=[C:5]([CH2:9][CH2:10][C:11]2[NH:20][C:14]3=[N:15][CH:16]=[C:17]([C:25]4[CH:26]=[CH:27][C:22]([NH2:21])=[CH:23][CH:24]=4)[CH:18]=[C:13]3[N:12]=2)[CH:4]=1. Reactant: [CH3:1][O:2][C:3]1[CH:8]=[CH:7][N:6]=[C:5]([CH2:9][CH2:10][C:11]2[NH:20][C:14]3=[N:15][CH:16]=[C:17](Br)[CH:18]=[C:13]3[N:12]=2)[CH:4]=1.[NH2:21][C:22]1[CH:27]=[CH:26][C:25](B(O)O)=[CH:24][CH:23]=1.C(=O)([O-])[O-].[K+].[K+].[Cl-].[Li+]. (3) Reactant: F[C:2]1[CH:7]=[CH:6][CH:5]=[CH:4][C:3]=1[N+:8]([O-:10])=[O:9].[NH2:11][C:12]1[CH:25]=[CH:24][C:15]([C:16]([C:18]2[CH:23]=[CH:22][CH:21]=[CH:20][CH:19]=2)=[O:17])=[CH:14][CH:13]=1.C([O-])(C)(C)C.[K+]. Product: [C:16]([C:15]1[CH:14]=[CH:13][C:12]([NH:11][C:2]2[CH:7]=[CH:6][CH:5]=[CH:4][C:3]=2[N+:8]([O-:10])=[O:9])=[CH:25][CH:24]=1)(=[O:17])[C:18]1[CH:19]=[CH:20][CH:21]=[CH:22][CH:23]=1. The catalyst class is: 16. (4) Reactant: [NH2:1][C:2]1[C:3]([O:20][CH3:21])=[CH:4][C:5]([CH:17]([CH3:19])[CH3:18])=[C:6]([CH:16]=1)[O:7][C:8]1[C:9]([NH2:15])=[N:10][C:11]([NH2:14])=[N:12][CH:13]=1.C(O)(C(F)(F)F)=O.[C:29](Cl)(Cl)=[S:30].[OH-].[Na+]. Product: [CH:17]([C:5]1[CH:4]=[C:3]([O:20][CH3:21])[C:2]([N:1]=[C:29]=[S:30])=[CH:16][C:6]=1[O:7][C:8]1[C:9]([NH2:15])=[N:10][C:11]([NH2:14])=[N:12][CH:13]=1)([CH3:19])[CH3:18]. The catalyst class is: 6. (5) Reactant: C1(P(C2C=CC=CC=2)C2C=CC=CC=2)C=CC=CC=1.[C:20]([Br:24])(Br)(Br)[Br:21].[C:25]([O:29][C:30]([N:32]1[C@@:36]([CH:38]=O)([CH3:37])[CH2:35][O:34][C:33]1([CH3:41])[CH3:40])=[O:31])([CH3:28])([CH3:27])[CH3:26]. Product: [C:25]([O:29][C:30]([N:32]1[C@:36]([CH:38]=[C:20]([Br:24])[Br:21])([CH3:37])[CH2:35][O:34][C:33]1([CH3:41])[CH3:40])=[O:31])([CH3:28])([CH3:26])[CH3:27]. The catalyst class is: 4. (6) Reactant: N[C@H:2]([CH:7]=[O:8])CCSC.[C:9]([O:13]CCO)(=[O:12])[CH:10]=[CH2:11].[O:17]=[C:18]=[N:19]C1CC(C)(C)CC(C)(CN=C=O)C1. Product: [C:9]([OH:13])(=[O:12])[CH:10]=[CH2:11].[NH2:19][C:18]([O:8][CH2:7][CH3:2])=[O:17]. The catalyst class is: 401.